From a dataset of Full USPTO retrosynthesis dataset with 1.9M reactions from patents (1976-2016). Predict the reactants needed to synthesize the given product. (1) Given the product [CH2:1]([N:3]1[C:12]2[CH:11]=[CH:10][C:9]([C:36]3[S:37][C:33]([CH:31]=[O:32])=[CH:34][CH:35]=3)=[CH:8][C:7]=2[C:6]2=[N:14][N:15]([CH:18]3[CH2:23][CH2:22][CH2:21][CH2:20][O:19]3)[C:16]([CH3:17])=[C:5]2[C:4]1=[O:24])[CH3:2], predict the reactants needed to synthesize it. The reactants are: [CH2:1]([N:3]1[C:12]2[CH:11]=[CH:10][C:9](I)=[CH:8][C:7]=2[C:6]2=[N:14][N:15]([CH:18]3[CH2:23][CH2:22][CH2:21][CH2:20][O:19]3)[C:16]([CH3:17])=[C:5]2[C:4]1=[O:24])[CH3:2].C(=O)([O-])[O-].[Na+].[Na+].[CH:31]([C:33]1[S:37][C:36](B(O)O)=[CH:35][CH:34]=1)=[O:32]. (2) Given the product [C:17]([O:21][C:22]([N:24]1[CH2:29][CH2:28][CH:27]([N:13]2[CH2:14][CH2:15][N:10]([C@H:8]([C:5]3[CH:6]=[CH:7][C:2]([Br:1])=[CH:3][CH:4]=3)[CH3:9])[C@H:11]([CH3:16])[CH2:12]2)[CH2:26][CH:25]1[CH3:31])=[O:23])([CH3:20])([CH3:18])[CH3:19], predict the reactants needed to synthesize it. The reactants are: [Br:1][C:2]1[CH:7]=[CH:6][C:5]([CH:8]([N:10]2[CH2:15][CH2:14][NH:13][CH2:12][CH:11]2[CH3:16])[CH3:9])=[CH:4][CH:3]=1.[C:17]([O:21][C:22]([N:24]1[CH2:29][CH2:28][C:27](=O)[CH2:26][CH:25]1[CH3:31])=[O:23])([CH3:20])([CH3:19])[CH3:18].